The task is: Binary Classification. Given a T-cell receptor sequence (or CDR3 region) and an epitope sequence, predict whether binding occurs between them.. This data is from TCR-epitope binding with 47,182 pairs between 192 epitopes and 23,139 TCRs. (1) The epitope is GTITVEELK. The TCR CDR3 sequence is CASSFGTGIEQYF. Result: 0 (the TCR does not bind to the epitope). (2) The epitope is KLGGALQAK. The TCR CDR3 sequence is CASSLNRGTDTQYF. Result: 0 (the TCR does not bind to the epitope).